Dataset: Reaction yield outcomes from USPTO patents with 853,638 reactions. Task: Predict the reaction yield, written as a fraction of the theoretical maximum amount of product (1.0 means a 100% yield; for example, 0.34 means a 34% yield). (1) The reactants are [F:1][C:2]([F:17])([C:6]1[CH:11]=[CH:10][C:9]([F:12])=[CH:8][C:7]=1[O:13][CH:14]([CH3:16])[CH3:15])[C:3]([OH:5])=O.O=P(Cl)(Cl)Cl.Cl.[NH2:24][CH2:25][C:26]1[CH:27]=[C:28]2[C:32](=[CH:33][CH:34]=1)[C:31](=[O:35])[N:30]([CH:36]1[CH2:41][CH2:40][C:39](=[O:42])[NH:38][C:37]1=[O:43])[CH2:29]2.C(=O)(O)[O-].[Na+]. The catalyst is N1C=CC=CC=1. The product is [O:43]=[C:37]1[CH:36]([N:30]2[CH2:29][C:28]3[C:32](=[CH:33][CH:34]=[C:26]([CH2:25][NH:24][C:3](=[O:5])[C:2]([F:1])([F:17])[C:6]4[CH:11]=[CH:10][C:9]([F:12])=[CH:8][C:7]=4[O:13][CH:14]([CH3:16])[CH3:15])[CH:27]=3)[C:31]2=[O:35])[CH2:41][CH2:40][C:39](=[O:42])[NH:38]1. The yield is 0.0700. (2) The reactants are [Cl:1][C:2]1[CH:3]=[C:4]2[C:8](=[CH:9][CH:10]=1)[N:7]([C:11]1[N:15]([CH3:16])[N:14]=[C:13]([CH3:17])[C:12]=1[C@@H:18]1[CH2:20][C@H:19]1[C:21]([OH:23])=O)[CH:6]=[CH:5]2.[CH2:24]([S:29]([NH2:32])(=[O:31])=[O:30])[CH2:25][CH2:26][CH2:27][CH3:28].Cl.C(N=C=NCCCN(C)C)C.Cl. The catalyst is C(#N)C.CN(C)C1C=CN=CC=1. The product is [Cl:1][C:2]1[CH:3]=[C:4]2[C:8](=[CH:9][CH:10]=1)[N:7]([C:11]1[N:15]([CH3:16])[N:14]=[C:13]([CH3:17])[C:12]=1[C@@H:18]1[CH2:20][C@H:19]1[C:21]([NH:32][S:29]([CH2:24][CH2:25][CH2:26][CH2:27][CH3:28])(=[O:31])=[O:30])=[O:23])[CH:6]=[CH:5]2. The yield is 0.480. (3) The reactants are C(OC(=O)[C:7]1[CH:12]=[CH:11][CH:10]=[C:9]([C:13]2[C:18]([CH3:19])=[CH:17][CH:16]=[CH:15][N:14]=2)[CH:8]=1)CCC.NC(N)=O.[OH:25]O.[C:27]1(=O)OC(=O)[C:29]2=CC=C[CH:36]=[C:28]12.[O-]S([O-])=O.[Na+].[Na+].[C:44]([O-:47])([O-])=[O:45].[Na+].[Na+]. The catalyst is CCOC(C)=O.O. The product is [C:28]([O:47][C:44]([C:11]1[CH:10]=[C:9]([C:13]2[C:18]([CH3:19])=[CH:17][CH:16]=[CH:15][N+:14]=2[O-:25])[CH:8]=[CH:7][CH:12]=1)=[O:45])([CH3:29])([CH3:36])[CH3:27]. The yield is 0.950. (4) The reactants are [F:1][C:2]1[CH:7]=[CH:6][C:5]([F:8])=[CH:4][C:3]=1[C@H:9]1[CH2:13][CH2:12][CH2:11][N:10]1[C:14]1[CH:19]=[CH:18][N:17]2[N:20]=[CH:21][C:22](I)=[C:16]2[N:15]=1.[C:24]([Si:26]([CH3:29])([CH3:28])[CH3:27])#[CH:25]. The catalyst is C1COCC1.[Cu]I.Cl[Pd](Cl)([P](C1C=CC=CC=1)(C1C=CC=CC=1)C1C=CC=CC=1)[P](C1C=CC=CC=1)(C1C=CC=CC=1)C1C=CC=CC=1. The product is [F:1][C:2]1[CH:7]=[CH:6][C:5]([F:8])=[CH:4][C:3]=1[C@H:9]1[CH2:13][CH2:12][CH2:11][N:10]1[C:14]1[CH:19]=[CH:18][N:17]2[N:20]=[CH:21][C:22]([C:25]#[C:24][Si:26]([CH3:29])([CH3:28])[CH3:27])=[C:16]2[N:15]=1. The yield is 0.750. (5) The yield is 0.920. The product is [CH3:1][O:23][C:22](=[O:24])[C:21]1[C:16]([NH:15][C:12]2[CH:13]=[CH:14][C:9]([Br:8])=[CH:10][C:11]=2[F:27])=[C:17]([F:26])[C:18]([Cl:25])=[N:19][CH:20]=1. The catalyst is CO. The reactants are [CH3:1][Si](C=[N+]=[N-])(C)C.[Br:8][C:9]1[CH:14]=[CH:13][C:12]([NH:15][C:16]2[C:21]([C:22]([OH:24])=[O:23])=[CH:20][N:19]=[C:18]([Cl:25])[C:17]=2[F:26])=[C:11]([F:27])[CH:10]=1.C1COCC1. (6) The reactants are [O:1]=[C:2]1[C:10]2[C:5](=[CH:6][CH:7]=[CH:8][CH:9]=2)[C:4](=[O:11])[N:3]1[CH2:12][CH2:13][C:14](=[CH2:25])[CH2:15][O:16]C(=O)C1C=CC=CC=1.[O:26]=[C:27]1[C:35]2[C:30](=[CH:31][CH:32]=[CH:33][CH:34]=2)[C:29](=[O:36])[N:28]1[CH2:37][C:38](=[CH2:50])[CH2:39][CH2:40][O:41]C(=O)C1C=CC=CC=1.[OH-].[Na+]. The catalyst is CO.C(OCC)(=O)C.C([O-])(O)=O.[Na+]. The product is [OH:16][CH2:15][C:14](=[CH2:25])[CH2:13][CH2:12][N:3]1[C:4](=[O:11])[C:5]2[C:10](=[CH:9][CH:8]=[CH:7][CH:6]=2)[C:2]1=[O:1].[OH:41][CH2:40][CH2:39][C:38](=[CH2:50])[CH2:37][N:28]1[C:29](=[O:36])[C:30]2[C:35](=[CH:34][CH:33]=[CH:32][CH:31]=2)[C:27]1=[O:26]. The yield is 0.290. (7) The reactants are C(OC([N:6]1[C:34]2[C:29](=[CH:30][CH:31]=[C:32]([Cl:35])[CH:33]=2)[C:8]2([CH:13]([C:14]3[CH:19]=[CH:18][CH:17]=[C:16]([Cl:20])[CH:15]=3)[CH2:12][C:11](=[O:21])[NH:10][CH:9]2[C:22]2[CH:27]=[CH:26][C:25]([Cl:28])=[CH:24][CH:23]=2)[C:7]1=[O:36])=O)C.[OH-].[Na+]. The catalyst is CO. The product is [Cl:35][C:32]1[CH:33]=[C:34]2[NH:6][C:7](=[O:36])[C:8]3([CH:13]([C:14]4[CH:19]=[CH:18][CH:17]=[C:16]([Cl:20])[CH:15]=4)[CH2:12][C:11](=[O:21])[NH:10][CH:9]3[C:22]3[CH:27]=[CH:26][C:25]([Cl:28])=[CH:24][CH:23]=3)[C:29]2=[CH:30][CH:31]=1. The yield is 0.510. (8) The reactants are [F:1][C:2]1[CH:34]=[C:33]([F:35])[CH:32]=[CH:31][C:3]=1[O:4][C:5]1[CH:11]=[CH:10][C:8]([NH2:9])=[CH:7][C:6]=1[C:12]1[C:20]2[C:15](=[C:16]([O:28][CH3:29])[N:17]=[C:18]([CH2:21][N:22]3[CH2:27][CH2:26][O:25][CH2:24][CH2:23]3)[CH:19]=2)[N:14]([CH3:30])[CH:13]=1.C(N(C(C)C)CC)(C)C.[CH2:45]([S:47](Cl)(=[O:49])=[O:48])[CH3:46].[OH-].[Na+].[Cl-].[NH4+]. The catalyst is ClCCl. The product is [F:1][C:2]1[CH:34]=[C:33]([F:35])[CH:32]=[CH:31][C:3]=1[O:4][C:5]1[CH:11]=[CH:10][C:8]([NH:9][S:47]([CH2:45][CH3:46])(=[O:49])=[O:48])=[CH:7][C:6]=1[C:12]1[C:20]2[C:15](=[C:16]([O:28][CH3:29])[N:17]=[C:18]([CH2:21][N:22]3[CH2:23][CH2:24][O:25][CH2:26][CH2:27]3)[CH:19]=2)[N:14]([CH3:30])[CH:13]=1. The yield is 0.160. (9) The reactants are [CH3:1][NH:2][CH:3]1[CH2:16][C:15]2[C:6]([CH3:25])([CH:7]3[CH:12]([CH2:13][CH:14]=2)[CH:11]2[CH2:17][CH2:18][CH:19]4[CH:20]([CH3:24])[N:21]([CH3:23])[CH2:22][C:10]24[CH2:9][CH2:8]3)[CH2:5][CH2:4]1.C(N(CC)CC)C.Cl[C:34]([O:36][CH2:37][C:38]1[CH:43]=[CH:42][CH:41]=[CH:40][CH:39]=1)=[O:35]. The catalyst is ClCCl. The product is [CH2:37]([O:36][C:34](=[O:35])[N:2]([CH3:1])[CH:3]1[CH2:16][C:15]2[C:6]([CH3:25])([CH:7]3[CH:12]([CH2:13][CH:14]=2)[CH:11]2[CH2:17][CH2:18][CH:19]4[CH:20]([CH3:24])[N:21]([CH3:23])[CH2:22][C:10]24[CH2:9][CH2:8]3)[CH2:5][CH2:4]1)[C:38]1[CH:43]=[CH:42][CH:41]=[CH:40][CH:39]=1. The yield is 0.662.